Dataset: Peptide-MHC class II binding affinity with 134,281 pairs from IEDB. Task: Regression. Given a peptide amino acid sequence and an MHC pseudo amino acid sequence, predict their binding affinity value. This is MHC class II binding data. (1) The MHC is DRB1_1101 with pseudo-sequence DRB1_1101. The binding affinity (normalized) is 0.310. The peptide sequence is PFLLAQFTSAICSVV. (2) The peptide sequence is ILTVSVAVSEGKPTE. The MHC is DRB3_0101 with pseudo-sequence DRB3_0101. The binding affinity (normalized) is 0.106. (3) The peptide sequence is FSTGLIIQGLKLMNS. The MHC is DRB1_1501 with pseudo-sequence DRB1_1501. The binding affinity (normalized) is 0.749. (4) The peptide sequence is GELQIVDCIDAAFKI. The MHC is DRB3_0101 with pseudo-sequence DRB3_0101. The binding affinity (normalized) is 0.595.